From a dataset of Catalyst prediction with 721,799 reactions and 888 catalyst types from USPTO. Predict which catalyst facilitates the given reaction. (1) Reactant: [NH2:1][CH2:2][C@H:3]([N:5]1[CH:9]=[CH:8][C:7]([C:10]2[CH:17]=[C:16]([F:18])[C:13]([C:14]#[N:15])=[C:12]([F:19])[CH:11]=2)=[N:6]1)[CH3:4].[C:20]([C:23]1[O:27][N:26]=[C:25]([C:28](O)=[O:29])[CH:24]=1)(=[O:22])[CH3:21].C1C=CC2N(O)N=NC=2C=1.CCN(C(C)C)C(C)C.CCN=C=NCCCN(C)C. Product: [C:20]([C:23]1[O:27][N:26]=[C:25]([C:28]([NH:1][CH2:2][C@H:3]([N:5]2[CH:9]=[CH:8][C:7]([C:10]3[CH:17]=[C:16]([F:18])[C:13]([C:14]#[N:15])=[C:12]([F:19])[CH:11]=3)=[N:6]2)[CH3:4])=[O:29])[CH:24]=1)(=[O:22])[CH3:21]. The catalyst class is: 3. (2) Reactant: [O:1]1[CH2:5][CH2:4][O:3][CH:2]1[C:6]1[CH:7]=[CH:8][C:9]2[O:13][C:12](=[O:14])[NH:11][C:10]=2[CH:15]=1.C([O-])([O-])=O.[K+].[K+].[CH3:22][O:23][C:24]1[CH:25]=[C:26]([CH:29]=[CH:30][CH:31]=1)[CH2:27]Br. Product: [O:3]1[CH2:4][CH2:5][O:1][CH:2]1[C:6]1[CH:7]=[CH:8][C:9]2[O:13][C:12](=[O:14])[N:11]([CH2:27][C:26]3[CH:29]=[CH:30][CH:31]=[C:24]([O:23][CH3:22])[CH:25]=3)[C:10]=2[CH:15]=1. The catalyst class is: 3. (3) Reactant: [C:1]([C:3]1[CH:4]=[C:5]([CH:10]=[CH:11][CH:12]=1)[C:6](=[N:8][OH:9])[NH2:7])#[N:2].[C:13](Cl)(=O)[C:14]1[CH:19]=[CH:18][CH:17]=[N:16][CH:15]=1. Product: [N:16]1[CH:17]=[CH:18][CH:19]=[C:14]([C:13]2[O:9][N:8]=[C:6]([C:5]3[CH:4]=[C:3]([CH:12]=[CH:11][CH:10]=3)[C:1]#[N:2])[N:7]=2)[CH:15]=1. The catalyst class is: 17. (4) Reactant: [CH:1]1[C:9]2[C:8]3[CH2:10][CH2:11][CH2:12][CH2:13][CH2:14][CH2:15][C:7]=3[O:6][C:5]=2[CH:4]=[CH:3][C:2]=1[NH2:16].[C:17]([CH2:21][C:22](Cl)=[O:23])([CH3:20])([CH3:19])[CH3:18]. Product: [CH3:18][C:17]([CH3:20])([CH3:19])[CH2:21][C:22]([NH:16][C:2]1[CH:3]=[CH:4][C:5]2[O:6][C:7]3[CH2:15][CH2:14][CH2:13][CH2:12][CH2:11][CH2:10][C:8]=3[C:9]=2[CH:1]=1)=[O:23]. The catalyst class is: 17.